Dataset: NCI-60 drug combinations with 297,098 pairs across 59 cell lines. Task: Regression. Given two drug SMILES strings and cell line genomic features, predict the synergy score measuring deviation from expected non-interaction effect. (1) Drug 1: CCC1=CC2CC(C3=C(CN(C2)C1)C4=CC=CC=C4N3)(C5=C(C=C6C(=C5)C78CCN9C7C(C=CC9)(C(C(C8N6C)(C(=O)OC)O)OC(=O)C)CC)OC)C(=O)OC.C(C(C(=O)O)O)(C(=O)O)O. Drug 2: C(CC(=O)O)C(=O)CN.Cl. Cell line: SK-MEL-5. Synergy scores: CSS=28.8, Synergy_ZIP=-2.49, Synergy_Bliss=-2.33, Synergy_Loewe=-13.7, Synergy_HSA=-0.216. (2) Drug 1: C1CN1C2=NC(=NC(=N2)N3CC3)N4CC4. Drug 2: CN(CCCl)CCCl.Cl. Cell line: A549. Synergy scores: CSS=44.0, Synergy_ZIP=-8.35, Synergy_Bliss=-10.8, Synergy_Loewe=-7.98, Synergy_HSA=-5.67. (3) Drug 1: COC1=C(C=C2C(=C1)N=CN=C2NC3=CC(=C(C=C3)F)Cl)OCCCN4CCOCC4. Drug 2: C1=CC=C(C(=C1)C(C2=CC=C(C=C2)Cl)C(Cl)Cl)Cl. Cell line: K-562. Synergy scores: CSS=34.6, Synergy_ZIP=5.16, Synergy_Bliss=6.67, Synergy_Loewe=-2.07, Synergy_HSA=8.17. (4) Drug 1: CC1=C(C=C(C=C1)NC2=NC=CC(=N2)N(C)C3=CC4=NN(C(=C4C=C3)C)C)S(=O)(=O)N.Cl. Drug 2: C1=C(C(=O)NC(=O)N1)N(CCCl)CCCl. Cell line: SF-295. Synergy scores: CSS=29.4, Synergy_ZIP=0.973, Synergy_Bliss=5.54, Synergy_Loewe=7.04, Synergy_HSA=6.97. (5) Drug 1: CCC1(CC2CC(C3=C(CCN(C2)C1)C4=CC=CC=C4N3)(C5=C(C=C6C(=C5)C78CCN9C7C(C=CC9)(C(C(C8N6C=O)(C(=O)OC)O)OC(=O)C)CC)OC)C(=O)OC)O.OS(=O)(=O)O. Drug 2: CC1=C2C(C(=O)C3(C(CC4C(C3C(C(C2(C)C)(CC1OC(=O)C(C(C5=CC=CC=C5)NC(=O)OC(C)(C)C)O)O)OC(=O)C6=CC=CC=C6)(CO4)OC(=O)C)O)C)O. Cell line: SF-268. Synergy scores: CSS=15.2, Synergy_ZIP=-4.46, Synergy_Bliss=-6.86, Synergy_Loewe=-1.80, Synergy_HSA=-4.56. (6) Drug 1: C1=CC(=CC=C1CC(C(=O)O)N)N(CCCl)CCCl.Cl. Drug 2: CN1C(=O)N2C=NC(=C2N=N1)C(=O)N. Cell line: SF-268. Synergy scores: CSS=7.28, Synergy_ZIP=-2.62, Synergy_Bliss=6.81, Synergy_Loewe=-5.87, Synergy_HSA=2.77.